Predict the product of the given reaction. From a dataset of Forward reaction prediction with 1.9M reactions from USPTO patents (1976-2016). (1) Given the reactants [CH3:1][S:2](Cl)(=[O:4])=[O:3].[C:6]([O:10][C:11]([N:13]1[CH2:18][CH2:17][O:16][CH:15]([CH2:19][OH:20])[CH2:14]1)=[O:12])([CH3:9])([CH3:8])[CH3:7], predict the reaction product. The product is: [C:6]([O:10][C:11]([N:13]1[CH2:18][CH2:17][O:16][CH:15]([CH2:19][O:20][S:2]([CH3:1])(=[O:4])=[O:3])[CH2:14]1)=[O:12])([CH3:9])([CH3:8])[CH3:7]. (2) Given the reactants [C:1]([NH:4][CH:5]([B:18]1[O:26][CH:25]2[C:20]([CH3:30])([CH:21]3[CH2:27][CH:23]([CH2:24]2)[C:22]3([CH3:29])[CH3:28])[O:19]1)[CH2:6][C:7]1[C:8]([O:16][CH3:17])=[C:9]([CH:13]=[CH:14][CH:15]=1)[C:10]([OH:12])=[O:11])(=[O:3])[CH3:2].[C:31](=[O:42])([O:35][CH:36]1[CH2:41][CH2:40][CH2:39][CH2:38][CH2:37]1)[O:32][CH2:33]Cl, predict the reaction product. The product is: [CH:36]1([O:35][C:31]([O:32][CH2:33][O:11][C:10](=[O:12])[C:9]2[CH:13]=[CH:14][CH:15]=[C:7]([CH2:6][CH:5]([NH:4][C:1](=[O:3])[CH3:2])[B:18]3[O:26][CH:25]4[C:20]([CH3:30])([CH:21]5[CH2:27][CH:23]([CH2:24]4)[C:22]5([CH3:29])[CH3:28])[O:19]3)[C:8]=2[O:16][CH3:17])=[O:42])[CH2:41][CH2:40][CH2:39][CH2:38][CH2:37]1.